This data is from Reaction yield outcomes from USPTO patents with 853,638 reactions. The task is: Predict the reaction yield, written as a fraction of the theoretical maximum amount of product (1.0 means a 100% yield; for example, 0.34 means a 34% yield). (1) The yield is 0.240. The product is [CH3:38][O:39][C:40](=[O:48])[C:41]1[CH:46]=[CH:45][C:44]([NH:14][C:12](=[O:13])[C@@H:11]([N:9]2[CH2:10][C:6]([O:5][C:4]3[C:33]([F:36])=[CH:34][CH:35]=[C:2]([Cl:1])[C:3]=3[F:37])=[CH:7][C:8]2=[O:32])[CH2:25][CH:26]2[CH2:31][CH2:30][CH2:29][CH2:28][CH2:27]2)=[N:43][CH:42]=1. The reactants are [Cl:1][C:2]1[C:3]([F:37])=[C:4]([C:33]([F:36])=[CH:34][CH:35]=1)[O:5][C:6]1[CH2:10][N:9]([C@@H:11]([CH2:25][CH:26]2[CH2:31][CH2:30][CH2:29][CH2:28][CH2:27]2)[C:12]([NH:14]C2C=CN(CC(O)(C)C)N=2)=[O:13])[C:8](=[O:32])[CH:7]=1.[CH3:38][O:39][C:40](=[O:48])[C:41]1[CH:46]=[CH:45][C:44](N)=[N:43][CH:42]=1.F[P-](F)(F)(F)(F)F.Br[P+](N1CCCC1)(N1CCCC1)N1CCCC1.C(N(CC)C(C)C)(C)C. The catalyst is ClCCl.C(OCC)(=O)C. (2) The reactants are [CH:1]([C:3]1[C:12]2[C:7](=[CH:8][CH:9]=[CH:10][CH:11]=2)[C:6]([NH:13][C:14](=[O:20])[O:15][C:16]([CH3:19])([CH3:18])[CH3:17])=[CH:5][CH:4]=1)=[CH2:2].B1C2CCCC1CCC2.[OH-:30].[Na+].OO. The catalyst is C1COCC1.O. The product is [OH:30][CH2:2][CH2:1][C:3]1[C:12]2[C:7](=[CH:8][CH:9]=[CH:10][CH:11]=2)[C:6]([NH:13][C:14](=[O:20])[O:15][C:16]([CH3:19])([CH3:18])[CH3:17])=[CH:5][CH:4]=1. The yield is 0.860. (3) The reactants are [CH3:1][C:2]1[CH:3]=[C:4]2[C:9](=[CH:10][CH:11]=1)[NH:8][C:7](=[O:12])[C:6]([C:13]#[N:14])=[C:5]2[N:15]1[CH2:20][CH2:19][N:18]([C:21]([C:23]2[S:24][CH:25]=[CH:26][CH:27]=2)=[O:22])[CH2:17][CH2:16]1.Cl[CH2:29][CH2:30][N:31]1[CH2:36][CH2:35][O:34][CH2:33][CH2:32]1.C(=O)([O-])[O-].[K+].[K+]. The catalyst is CN(C=O)C. The product is [CH3:1][C:2]1[CH:3]=[C:4]2[C:9](=[CH:10][CH:11]=1)[N:8]([CH2:29][CH2:30][N:31]1[CH2:36][CH2:35][O:34][CH2:33][CH2:32]1)[C:7](=[O:12])[C:6]([C:13]#[N:14])=[C:5]2[N:15]1[CH2:16][CH2:17][N:18]([C:21]([C:23]2[S:24][CH:25]=[CH:26][CH:27]=2)=[O:22])[CH2:19][CH2:20]1. The yield is 0.170. (4) The reactants are [I:1][C:2]1[CH:3]=[C:4]2[C:8](=[CH:9][CH:10]=1)[NH:7][N:6]=[C:5]2[C:11]([N:13]([O:15][CH3:16])[CH3:14])=[O:12].[O:17]1[CH:22]=[CH:21][CH2:20][CH2:19][CH2:18]1.C([O-])(O)=O.[Na+]. The catalyst is C(Cl)Cl.CC1C=CC(S([O-])(=O)=O)=CC=1.C1C=C[NH+]=CC=1. The product is [I:1][C:2]1[CH:3]=[C:4]2[C:8](=[CH:9][CH:10]=1)[N:7]([CH:18]1[CH2:19][CH2:20][CH2:21][CH2:22][O:17]1)[N:6]=[C:5]2[C:11]([N:13]([O:15][CH3:16])[CH3:14])=[O:12]. The yield is 0.920.